From a dataset of Forward reaction prediction with 1.9M reactions from USPTO patents (1976-2016). Predict the product of the given reaction. (1) Given the reactants [N+:1]([C:4]1[CH:8]=[CH:7][NH:6][N:5]=1)([O-:3])=[O:2].[H-].[Na+].Br[CH2:12][CH2:13][CH2:14][CH2:15][CH2:16][CH2:17][CH2:18][CH3:19], predict the reaction product. The product is: [N+:1]([C:4]1[CH:8]=[CH:7][N:6]([CH2:12][CH2:13][CH2:14][CH2:15][CH2:16][CH2:17][CH2:18][CH3:19])[N:5]=1)([O-:3])=[O:2]. (2) Given the reactants C=O.S([O-])([O-])(=O)=O.[Mg+2].[Br:9][C:10]1[CH:11]=[C:12]([C:19]([CH3:22])([CH3:21])[CH3:20])[C:13]([O:17][CH3:18])=[C:14]([CH:16]=1)[NH2:15].C[Si](C)(C)[O:25][C:26]([CH:28]=[CH2:29])=[CH2:27].[Al](Cl)(CC)[CH2:33]C, predict the reaction product. The product is: [Br:9][C:10]1[CH:11]=[C:12]([C:19]([CH3:22])([CH3:21])[CH3:20])[C:13]([O:17][CH3:18])=[C:14]([N:15]2[CH2:29][CH2:28][C:26](=[O:27])[CH2:25][CH2:33]2)[CH:16]=1. (3) The product is: [NH2:5][C:6]1[N:11]=[CH:10][C:9](/[CH:12]=[CH:13]/[C:14]([N:24]([CH3:25])[CH2:23][C:22]2[N:18]([CH3:17])[C:19]3[S:28][CH:27]=[CH:26][C:20]=3[CH:21]=2)=[O:16])=[CH:8][CH:7]=1. Given the reactants C(Cl)CCl.[NH2:5][C:6]1[N:11]=[CH:10][C:9](/[CH:12]=[CH:13]/[C:14]([OH:16])=O)=[CH:8][CH:7]=1.[CH3:17][N:18]1[C:22]([CH2:23][NH:24][CH3:25])=[CH:21][C:20]2[CH:26]=[CH:27][S:28][C:19]1=2.C1C=CC2N(O)N=NC=2C=1.CCN(CC)CC, predict the reaction product.